This data is from Forward reaction prediction with 1.9M reactions from USPTO patents (1976-2016). The task is: Predict the product of the given reaction. (1) Given the reactants CCN(C(C)C)C(C)C.[C:10]([O:14][C:15]([N:17]1[CH2:22][CH2:21][CH:20]([C:23]([O:25][CH2:26][CH3:27])=[O:24])[CH2:19][CH2:18]1)=[O:16])([CH3:13])([CH3:12])[CH3:11].I[CH2:29][CH:30]([CH3:32])[CH3:31], predict the reaction product. The product is: [CH2:26]([O:25][C:23]([C:20]1([CH2:29][CH:30]([CH3:32])[CH3:31])[CH2:21][CH2:22][N:17]([C:15]([O:14][C:10]([CH3:13])([CH3:12])[CH3:11])=[O:16])[CH2:18][CH2:19]1)=[O:24])[CH3:27]. (2) Given the reactants Cl[C:2]1[C:3]2[N:4]([C:8]([C:11]3[CH:16]=[CH:15][N:14]=[C:13]([S:17][CH3:18])[N:12]=3)=[CH:9][N:10]=2)[CH:5]=[CH:6][N:7]=1.[O:19]1[CH2:24][CH2:23][N:22]([CH2:25][CH2:26][NH2:27])[CH2:21][CH2:20]1.C(N(C(C)C)CC)(C)C, predict the reaction product. The product is: [CH3:18][S:17][C:13]1[N:12]=[C:11]([C:8]2[N:4]3[CH:5]=[CH:6][N:7]=[C:2]([NH:27][CH2:26][CH2:25][N:22]4[CH2:23][CH2:24][O:19][CH2:20][CH2:21]4)[C:3]3=[N:10][CH:9]=2)[CH:16]=[CH:15][N:14]=1. (3) Given the reactants Br[C:2]1[C:3]([NH:9][C@H:10]2[CH2:15][CH2:14][CH2:13][C@H:12]([N:16]([CH3:24])[C:17](=[O:23])[O:18][C:19]([CH3:22])([CH3:21])[CH3:20])[C@H:11]2[OH:25])=[N:4][C:5]([Cl:8])=[N:6][CH:7]=1.[CH3:26][N:27]1[CH:31]=[C:30](B2OC(C)(C)C(C)(C)O2)[CH:29]=[N:28]1.C(Cl)Cl.[O-]P([O-])([O-])=O.[K+].[K+].[K+], predict the reaction product. The product is: [Cl:8][C:5]1[N:4]=[C:3]([NH:9][C@H:10]2[CH2:15][CH2:14][CH2:13][C@H:12]([N:16]([CH3:24])[C:17](=[O:23])[O:18][C:19]([CH3:22])([CH3:21])[CH3:20])[C@H:11]2[OH:25])[C:2]([C:30]2[CH:29]=[N:28][N:27]([CH3:26])[CH:31]=2)=[CH:7][N:6]=1.